From a dataset of Catalyst prediction with 721,799 reactions and 888 catalyst types from USPTO. Predict which catalyst facilitates the given reaction. (1) Reactant: [CH3:1][N:2]1[CH:6]=[CH:5][N:4]=[CH:3]1.[Li]CCCC.[C:12]1([S:18][S:18][C:12]2[CH:17]=[CH:16][CH:15]=[CH:14][CH:13]=2)[CH:17]=[CH:16][CH:15]=[CH:14][CH:13]=1.[I:26]I.S(=O)(O)[O-].[Na+]. Product: [I:26][C:6]1[N:2]([CH3:1])[C:3]([S:18][C:12]2[CH:17]=[CH:16][CH:15]=[CH:14][CH:13]=2)=[N:4][CH:5]=1. The catalyst class is: 116. (2) Reactant: [H-].[Na+].[NH:3]1[C:11]2[C:6](=[CH:7][CH:8]=[CH:9][CH:10]=2)[C:5]([C:12]([O:14][CH3:15])=[O:13])=[N:4]1.Br[CH:17]1[CH2:20][CH2:19][CH2:18]1.C(=O)([O-])O.[Na+]. Product: [CH:17]1([N:3]2[C:11]3[C:6](=[CH:7][CH:8]=[CH:9][CH:10]=3)[C:5]([C:12]([O:14][CH3:15])=[O:13])=[N:4]2)[CH2:20][CH2:19][CH2:18]1. The catalyst class is: 9.